This data is from Full USPTO retrosynthesis dataset with 1.9M reactions from patents (1976-2016). The task is: Predict the reactants needed to synthesize the given product. The reactants are: [CH3:1][S:2](Cl)(=[O:4])=[O:3].[OH:6][CH2:7][C:8]1[CH:17]=[CH:16][C:11]([C:12]([O:14][CH3:15])=[O:13])=[CH:10][C:9]=1[CH3:18].CCN(CC)CC.O. Given the product [CH3:18][C:9]1[CH:10]=[C:11]([CH:16]=[CH:17][C:8]=1[CH2:7][O:6][S:2]([CH3:1])(=[O:4])=[O:3])[C:12]([O:14][CH3:15])=[O:13], predict the reactants needed to synthesize it.